From a dataset of Forward reaction prediction with 1.9M reactions from USPTO patents (1976-2016). Predict the product of the given reaction. Given the reactants Br[C:2]1[CH:3]=[C:4]2[CH:10]=[CH:9][NH:8][C:5]2=[N:6][CH:7]=1.[Cl-].[Li+].[F:13][C:14]([F:27])([F:26])[C:15]1[CH:20]=[CH:19][C:18](/[CH:21]=[CH:22]/B(O)O)=[CH:17][CH:16]=1.C([O-])([O-])=O.[Na+].[Na+], predict the reaction product. The product is: [F:13][C:14]([F:26])([F:27])[C:15]1[CH:16]=[CH:17][C:18]([CH:21]=[CH:22][C:2]2[CH:3]=[C:4]3[CH:10]=[CH:9][NH:8][C:5]3=[N:6][CH:7]=2)=[CH:19][CH:20]=1.